From a dataset of Full USPTO retrosynthesis dataset with 1.9M reactions from patents (1976-2016). Predict the reactants needed to synthesize the given product. (1) Given the product [CH2:26]([Si:17]([CH2:18][CH2:19][CH2:20][CH3:21])([CH2:22][CH2:23][CH2:24][CH3:25])[C:14]1[O:13][C:12]([CH2:7][CH2:8][CH2:9][CH2:10][CH3:11])=[CH:16][CH:15]=1)[CH2:27][CH2:28][CH3:29], predict the reactants needed to synthesize it. The reactants are: CC([O-])(C)C.[K+].[CH2:7]([C:12]1[O:13][CH:14]=[CH:15][CH:16]=1)[CH2:8][CH2:9][CH2:10][CH3:11].[SiH:17]([CH2:26][CH2:27][CH2:28][CH3:29])([CH2:22][CH2:23][CH2:24][CH3:25])[CH2:18][CH2:19][CH2:20][CH3:21]. (2) The reactants are: C1(S([O:10][C:11]2[CH:12]=[N:13][C:14]([CH2:17][S:18]([CH3:21])(=[O:20])=[O:19])=[CH:15][CH:16]=2)(=O)=O)C=CC=CC=1.[OH-].[Na+]. Given the product [CH3:21][S:18]([CH2:17][C:14]1[N:13]=[CH:12][C:11]([OH:10])=[CH:16][CH:15]=1)(=[O:20])=[O:19], predict the reactants needed to synthesize it. (3) Given the product [ClH:24].[F:22][C:19]1[CH:20]=[CH:21][C:16]([C:15]([NH:14][CH:11]2[CH2:12][CH2:13][NH:8][CH2:9][CH2:10]2)=[O:23])=[CH:17][CH:18]=1, predict the reactants needed to synthesize it. The reactants are: C(OC([N:8]1[CH2:13][CH2:12][CH:11]([NH:14][C:15](=[O:23])[C:16]2[CH:21]=[CH:20][C:19]([F:22])=[CH:18][CH:17]=2)[CH2:10][CH2:9]1)=O)(C)(C)C.[ClH:24]. (4) Given the product [CH3:20][O:21][C:22](=[O:34])[C:23]1[CH:28]=[CH:27][C:26]([CH2:29][NH2:30])=[CH:25][C:24]=1[Cl:33], predict the reactants needed to synthesize it. The reactants are: C1(P(C2C=CC=CC=2)C2C=CC=CC=2)C=CC=CC=1.[CH3:20][O:21][C:22](=[O:34])[C:23]1[CH:28]=[CH:27][C:26]([CH2:29][N:30]=[N+]=[N-])=[CH:25][C:24]=1[Cl:33]. (5) Given the product [Cl:8][C:5]1[CH:4]=[N:3][C:2]([NH:9][CH2:10][C@@H:11]2[C@H:16]([O:17][CH3:18])[CH2:15][CH2:14][CH2:13][N:12]2[C:19]([C:21]2[N:22]=[C:23]([CH3:33])[S:24][C:25]=2[C:26]2[CH:27]=[CH:28][C:29]([F:32])=[CH:30][CH:31]=2)=[O:20])=[N:7][CH:6]=1, predict the reactants needed to synthesize it. The reactants are: Cl[C:2]1[N:7]=[CH:6][C:5]([Cl:8])=[CH:4][N:3]=1.[NH2:9][CH2:10][C@@H:11]1[C@H:16]([O:17][CH3:18])[CH2:15][CH2:14][CH2:13][N:12]1[C:19]([C:21]1[N:22]=[C:23]([CH3:33])[S:24][C:25]=1[C:26]1[CH:31]=[CH:30][C:29]([F:32])=[CH:28][CH:27]=1)=[O:20]. (6) Given the product [CH2:1]([NH:3][C:4](=[O:24])[NH:5][C:6]1[N:11]=[C:10]([NH:12][C:13]2[CH:18]=[CH:17][CH:16]=[CH:15][CH:14]=2)[C:9]([C:19]([OH:21])=[O:20])=[CH:8][N:7]=1)[CH3:2], predict the reactants needed to synthesize it. The reactants are: [CH2:1]([NH:3][C:4](=[O:24])[NH:5][C:6]1[N:11]=[C:10]([NH:12][C:13]2[CH:18]=[CH:17][CH:16]=[CH:15][CH:14]=2)[C:9]([C:19]([O:21]CC)=[O:20])=[CH:8][N:7]=1)[CH3:2].Cl.